This data is from Catalyst prediction with 721,799 reactions and 888 catalyst types from USPTO. The task is: Predict which catalyst facilitates the given reaction. (1) Reactant: [OH-].[Na+].[C:3]([O:7][C:8](=[O:31])[N:9]([CH2:13][CH2:14][C:15]1[CH:20]=[CH:19][C:18]([Cl:21])=[C:17]([C:22](C)(C)[O:23][SiH2]C(C)(C)C)[CH:16]=1)[CH:10]1[CH2:12][CH2:11]1)([CH3:6])([CH3:5])[CH3:4]. Product: [C:3]([O:7][C:8](=[O:31])[N:9]([CH2:13][CH2:14][C:15]1[CH:20]=[CH:19][C:18]([Cl:21])=[C:17]([CH2:22][OH:23])[CH:16]=1)[CH:10]1[CH2:11][CH2:12]1)([CH3:6])([CH3:4])[CH3:5]. The catalyst class is: 5. (2) Reactant: [CH3:1][C:2]1([CH3:18])[CH2:6][C:5]([C:7]2[O:11][N:10]=[C:9]([C:12]([O:14]CC)=[O:13])[C:8]=2[CH3:17])=[CH:4][CH2:3]1.[OH-].[Na+].Cl. Product: [CH3:1][C:2]1([CH3:18])[CH2:6][C:5]([C:7]2[O:11][N:10]=[C:9]([C:12]([OH:14])=[O:13])[C:8]=2[CH3:17])=[CH:4][CH2:3]1. The catalyst class is: 40. (3) Reactant: [CH3:1][CH:2]([CH:5]1[C:10](=[O:11])[NH:9][C:8](=[O:12])[NH:7][C:6]1=[O:13])[CH2:3][CH3:4].[Na].[C:15]([O:19][C:20]([NH:22][OH:23])=[O:21])([CH3:18])([CH3:17])[CH3:16].I([O-])(=O)(=O)=O.[Na+]. Product: [C:15]([O:19][C:20]([N:22]([OH:23])[C:5]1([CH:2]([CH3:1])[CH2:3][CH3:4])[C:6](=[O:13])[NH:7][C:8](=[O:12])[NH:9][C:10]1=[O:11])=[O:21])([CH3:18])([CH3:17])[CH3:16]. The catalyst class is: 8. (4) Reactant: [NH2:1][C:2]1[CH:9]=[CH:8][C:5]([C:6]#[N:7])=[CH:4][CH:3]=1.[C:10]1(=[O:16])[CH2:15][CH2:14][CH2:13][CH:12]=[CH:11]1. Product: [O:16]=[C:10]1[CH2:15][CH2:14][CH2:13][CH:12]([NH:1][C:2]2[CH:9]=[CH:8][C:5]([C:6]#[N:7])=[CH:4][CH:3]=2)[CH2:11]1. The catalyst class is: 25. (5) Reactant: [K].[C:2]([O:9][CH2:10][CH3:11])(=[O:8])[C:3]([O:5]CC)=O.[CH3:12][O:13][C:14]1[N:19]=[C:18]([CH3:20])[C:17]([N+:21]([O-:23])=[O:22])=[CH:16][CH:15]=1. Product: [CH3:12][O:13][C:14]1[N:19]=[C:18]([CH2:20][C:3](=[O:5])[C:2]([O:9][CH2:10][CH3:11])=[O:8])[C:17]([N+:21]([O-:23])=[O:22])=[CH:16][CH:15]=1. The catalyst class is: 8.